Predict the reactants needed to synthesize the given product. From a dataset of Full USPTO retrosynthesis dataset with 1.9M reactions from patents (1976-2016). The reactants are: [F:1][C:2]1([F:18])[CH2:7][CH2:6][C@H:5]([NH:8][C:9](=[O:15])[O:10][C:11]([CH3:14])([CH3:13])[CH3:12])[C@@H:4]([CH2:16][OH:17])[CH2:3]1.[F:19][C:20]1[C:21]([C:28]2[CH:33]=[CH:32][C:31](O)=[CH:30][CH:29]=2)=[N:22][CH:23]=[C:24]([CH:27]=1)[C:25]#[N:26].C1CCN(C(N=NC(N2CCCCC2)=O)=O)CC1.P(CCCC)(CCCC)CCCC. Given the product [C:25]([C:24]1[CH:27]=[C:20]([F:19])[C:21]([C:28]2[CH:33]=[CH:32][C:31]([O:17][CH2:16][C@H:4]3[CH2:3][C:2]([F:18])([F:1])[CH2:7][CH2:6][C@@H:5]3[NH:8][C:9](=[O:15])[O:10][C:11]([CH3:14])([CH3:12])[CH3:13])=[CH:30][CH:29]=2)=[N:22][CH:23]=1)#[N:26], predict the reactants needed to synthesize it.